From a dataset of Reaction yield outcomes from USPTO patents with 853,638 reactions. Predict the reaction yield, written as a fraction of the theoretical maximum amount of product (1.0 means a 100% yield; for example, 0.34 means a 34% yield). (1) The product is [N+:17]([C:14]1[CH:13]=[CH:12][C:11]([C:10]2[CH:6]=[CH:7][NH:8][CH:9]=2)=[CH:16][CH:15]=1)([O-:19])=[O:18]. The catalyst is C(O)CO. The reactants are C(OC([C:6]1[C:10]([C:11]2[CH:16]=[CH:15][C:14]([N+:17]([O-:19])=[O:18])=[CH:13][CH:12]=2)=[CH:9][NH:8][CH:7]=1)=O)C.[OH-].[Na+].O.C(Cl)Cl. The yield is 0.250. (2) The reactants are [NH2:1][C:2]1[CH:7]=[CH:6][C:5]([CH2:8][C:9]([OH:11])=[O:10])=[CH:4][CH:3]=1.Cl.[N:13]([O-])=O.[Na+].[C:17]1([CH2:23][C:24]([OH:26])=[O:25])[CH:22]=[CH:21][CH:20]=[CH:19][CH:18]=1.[OH-].[Na+]. The catalyst is O. The product is [C:9]([CH2:8][C:5]1[CH:4]=[CH:3][C:2]([N:1]=[N:13][C:20]2[CH:21]=[CH:22][C:17]([CH2:23][C:24]([OH:26])=[O:25])=[CH:18][CH:19]=2)=[CH:7][CH:6]=1)([OH:11])=[O:10]. The yield is 0.370. (3) The reactants are [CH3:1][N:2]1[CH:7]=[C:6](B2OC(C)(C)C(C)(C)O2)[CH:5]=[C:4]([NH:17][C:18]2[CH:23]=[CH:22][N:21]=[CH:20][N:19]=2)[C:3]1=[O:24].[C:25]([O:28][CH2:29][C:30]1[C:35]([N:36]2[CH2:47][CH2:46][N:45]3[C:38](=[CH:39][C:40]4[CH2:41][C:42]([CH3:49])([CH3:48])[CH2:43][C:44]=43)[C:37]2=[O:50])=[CH:34][CH:33]=[CH:32][C:31]=1Br)(=[O:27])[CH3:26].COCCOC.C(=O)([O-])[O-].[Na+].[Na+]. The catalyst is C1C=CC([P]([Pd]([P](C2C=CC=CC=2)(C2C=CC=CC=2)C2C=CC=CC=2)([P](C2C=CC=CC=2)(C2C=CC=CC=2)C2C=CC=CC=2)[P](C2C=CC=CC=2)(C2C=CC=CC=2)C2C=CC=CC=2)(C2C=CC=CC=2)C2C=CC=CC=2)=CC=1.CO.C(OCC)C.O.C(OCC)(=O)C. The product is [C:25]([O:28][CH2:29][C:30]1[C:31]([C:6]2[CH:5]=[C:4]([NH:17][C:18]3[CH:23]=[CH:22][N:21]=[CH:20][N:19]=3)[C:3](=[O:24])[N:2]([CH3:1])[CH:7]=2)=[CH:32][CH:33]=[CH:34][C:35]=1[N:36]1[CH2:47][CH2:46][N:45]2[C:38](=[CH:39][C:40]3[CH2:41][C:42]([CH3:49])([CH3:48])[CH2:43][C:44]=32)[C:37]1=[O:50])(=[O:27])[CH3:26]. The yield is 0.530. (4) The reactants are Br[C:2]1[CH:7]=[CH:6][C:5]([C:8]2[C:17]([C:18]3[CH:23]=[CH:22][CH:21]=[CH:20][CH:19]=3)=[N:16][C:15]3[C:10](=[CH:11][CH:12]=[CH:13][CH:14]=3)[N:9]=2)=[CH:4][CH:3]=1.CC(C)([O-])C.[Na+].[C:30]1([N:36]([C:50]2[CH:55]=[CH:54][CH:53]=[CH:52][CH:51]=2)[C:37]2[CH:42]=[CH:41][C:40]([NH:43][C:44]3[CH:49]=[CH:48][CH:47]=[CH:46][CH:45]=3)=[CH:39][CH:38]=2)[CH:35]=[CH:34][CH:33]=[CH:32][CH:31]=1.C(P(C(C)(C)C)C(C)(C)C)(C)(C)C. The catalyst is C1C=CC(/C=C/C(/C=C/C2C=CC=CC=2)=O)=CC=1.C1C=CC(/C=C/C(/C=C/C2C=CC=CC=2)=O)=CC=1.[Pd].C1(C)C=CC=CC=1.CCCCCC. The product is [C:44]1([N:43]([C:2]2[CH:7]=[CH:6][C:5]([C:8]3[C:17]([C:18]4[CH:23]=[CH:22][CH:21]=[CH:20][CH:19]=4)=[N:16][C:15]4[C:10](=[CH:11][CH:12]=[CH:13][CH:14]=4)[N:9]=3)=[CH:4][CH:3]=2)[C:40]2[CH:41]=[CH:42][C:37]([N:36]([C:50]3[CH:51]=[CH:52][CH:53]=[CH:54][CH:55]=3)[C:30]3[CH:35]=[CH:34][CH:33]=[CH:32][CH:31]=3)=[CH:38][CH:39]=2)[CH:45]=[CH:46][CH:47]=[CH:48][CH:49]=1. The yield is 0.780. (5) The reactants are [CH:1]1([NH:7][C:8]([C:10]2[C:14]([CH2:15][OH:16])=[C:13]([C:17]3[CH:22]=[CH:21][C:20]([OH:23])=[CH:19][CH:18]=3)[N:12]([C:24]3[CH:29]=[CH:28][C:27]([Cl:30])=[CH:26][C:25]=3[Cl:31])[N:11]=2)=[O:9])[CH2:6][CH2:5][CH2:4][CH2:3][CH2:2]1.C(N(CC)CC)C.[F:39][C:40]([F:48])([F:47])[CH2:41][CH2:42][S:43](Cl)(=[O:45])=[O:44]. The catalyst is ClCCl. The product is [CH:1]1([NH:7][C:8]([C:10]2[C:14]([CH2:15][OH:16])=[C:13]([C:17]3[CH:18]=[CH:19][C:20]([O:23][S:43]([CH2:42][CH2:41][C:40]([F:48])([F:47])[F:39])(=[O:45])=[O:44])=[CH:21][CH:22]=3)[N:12]([C:24]3[CH:29]=[CH:28][C:27]([Cl:30])=[CH:26][C:25]=3[Cl:31])[N:11]=2)=[O:9])[CH2:6][CH2:5][CH2:4][CH2:3][CH2:2]1. The yield is 0.620. (6) The reactants are [OH:1][C@@H:2]1[CH2:7][CH2:6][CH2:5][N:4]([CH:8]2[CH2:13][CH2:12][N:11]([C:14]([O:16][C:17]([CH3:20])([CH3:19])[CH3:18])=[O:15])[CH2:10][CH2:9]2)[C:3]1=[O:21].C(N(C(C)C)C(C)C)C.[CH3:31][S:32](Cl)(=[O:34])=[O:33].C([O-])(O)=O.[Na+]. The catalyst is C1COCC1.CCOC(C)=O. The product is [CH3:31][S:32]([O:1][C@@H:2]1[CH2:7][CH2:6][CH2:5][N:4]([CH:8]2[CH2:9][CH2:10][N:11]([C:14]([O:16][C:17]([CH3:18])([CH3:20])[CH3:19])=[O:15])[CH2:12][CH2:13]2)[C:3]1=[O:21])(=[O:34])=[O:33]. The yield is 0.540.